Task: Predict the reaction yield, written as a fraction of the theoretical maximum amount of product (1.0 means a 100% yield; for example, 0.34 means a 34% yield).. Dataset: Reaction yield outcomes from USPTO patents with 853,638 reactions (1) The reactants are [NH2:1][C:2]1[CH:7]=[C:6]([C:8]([F:11])([F:10])[F:9])[CH:5]=[CH:4][C:3]=1[NH:12][C:13](=[O:21])[C:14]1[CH:19]=[CH:18][C:17](Cl)=[N:16][CH:15]=1.[CH2:22]([NH2:25])[CH2:23][NH2:24]. No catalyst specified. The product is [NH2:1][C:2]1[CH:7]=[C:6]([C:8]([F:11])([F:10])[F:9])[CH:5]=[CH:4][C:3]=1[NH:12][C:13](=[O:21])[C:14]1[CH:19]=[CH:18][C:17]([NH:24][CH2:23][CH2:22][NH2:25])=[N:16][CH:15]=1. The yield is 0.470. (2) The yield is 0.680. The reactants are [OH:1][C:2]1[CH2:7][CH2:6][N:5]([C:8]2[CH:13]=[CH:12][C:11]([O:14][C:15]([F:18])([F:17])[F:16])=[CH:10][CH:9]=2)[C:4](=[O:19])[C:3]=1[C:20]#[N:21].[CH3:22]N(C)C=O.C(Cl)(=O)C(Cl)=O. The catalyst is ClCCl. The product is [CH3:22][O:1][C:2]1[CH2:7][CH2:6][N:5]([C:8]2[CH:9]=[CH:10][C:11]([O:14][C:15]([F:17])([F:18])[F:16])=[CH:12][CH:13]=2)[C:4](=[O:19])[C:3]=1[C:20]#[N:21]. (3) The reactants are [Cl:1][C:2]1[C:7]([N+:8]([O-])=O)=[C:6]([Cl:11])[CH:5]=[C:4]([CH3:12])[N:3]=1. The catalyst is C(O)C.[Ni]. The product is [NH2:8][C:7]1[C:2]([Cl:1])=[N:3][C:4]([CH3:12])=[CH:5][C:6]=1[Cl:11]. The yield is 0.960. (4) The reactants are [O:1]1[CH:5]=[CH:4][CH:3]=[C:2]1[C:6]1[N:7]=[C:8]([NH:17][C:18]([C:20]2[CH:25]=[CH:24][N:23]=[CH:22][CH:21]=2)=[O:19])[S:9][C:10]=1[C:11](=[O:16])N(OC)C.[CH2:26]([Mg]Br)[CH2:27][CH3:28].[Cl-].[NH4+]. The catalyst is C1COCC1. The product is [C:11]([C:10]1[S:9][C:8]([NH:17][C:18]([C:20]2[CH:21]=[CH:22][N:23]=[CH:24][CH:25]=2)=[O:19])=[N:7][C:6]=1[C:2]1[O:1][CH:5]=[CH:4][CH:3]=1)(=[O:16])[CH2:26][CH2:27][CH3:28]. The yield is 0.400.